Predict the product of the given reaction. From a dataset of Forward reaction prediction with 1.9M reactions from USPTO patents (1976-2016). The product is: [F:15][C:16]1[CH:21]=[CH:20][C:19]([C:22]2[C:31]3[C:26](=[CH:27][C:28]([CH2:32][NH:1][C:2]4[O:6][C:5]([C:7]([OH:14])([C:8]([F:11])([F:9])[F:10])[CH2:12][CH3:13])=[N:4][N:3]=4)=[CH:29][CH:30]=3)[O:25][C:24](=[O:34])[CH:23]=2)=[CH:18][CH:17]=1. Given the reactants [NH2:1][C:2]1[O:6][C:5]([C:7]([OH:14])([CH2:12][CH3:13])[C:8]([F:11])([F:10])[F:9])=[N:4][N:3]=1.[F:15][C:16]1[CH:21]=[CH:20][C:19]([C:22]2[C:31]3[C:26](=[CH:27][C:28]([CH:32]=O)=[CH:29][CH:30]=3)[O:25][C:24](=[O:34])[CH:23]=2)=[CH:18][CH:17]=1.CC1C=CC(S([O-])(=O)=O)=CC=1.C1C=C[NH+]=CC=1.[BH4-].[Na+], predict the reaction product.